This data is from Full USPTO retrosynthesis dataset with 1.9M reactions from patents (1976-2016). The task is: Predict the reactants needed to synthesize the given product. (1) The reactants are: [CH:1]1([CH2:4][N:5]2[CH:9]=[C:8](B(O)O)[C:7]([N+:13]([O-:15])=[O:14])=[N:6]2)[CH2:3][CH2:2]1.Cl[C:17]1[N:22]=[C:21]([NH:23][C:24]2[N:29]=[CH:28][C:27]3[N:30]=[C:31]([CH2:36][O:37][CH:38]4[CH2:43][CH2:42][CH2:41][CH2:40][O:39]4)[N:32]([CH:33]([CH3:35])[CH3:34])[C:26]=3[CH:25]=2)[CH:20]=[CH:19][N:18]=1.C(=O)([O-])[O-].[Na+].[Na+].C(#N)C. Given the product [CH:1]1([CH2:4][N:5]2[CH:9]=[C:8]([C:17]3[N:22]=[C:21]([NH:23][C:24]4[N:29]=[CH:28][C:27]5[N:30]=[C:31]([CH2:36][O:37][CH:38]6[CH2:43][CH2:42][CH2:41][CH2:40][O:39]6)[N:32]([CH:33]([CH3:34])[CH3:35])[C:26]=5[CH:25]=4)[CH:20]=[CH:19][N:18]=3)[C:7]([N+:13]([O-:15])=[O:14])=[N:6]2)[CH2:3][CH2:2]1, predict the reactants needed to synthesize it. (2) Given the product [CH2:17]([S:19][C:20]1[C:21]([C:26]([NH:12][C:11]2[CH:13]=[CH:14][C:8]([C:3]([O:6][CH3:7])([O:4][CH3:5])[C:2]([F:15])([F:16])[F:1])=[CH:9][CH:10]=2)=[O:27])=[N:22][CH:23]=[CH:24][CH:25]=1)[CH3:18], predict the reactants needed to synthesize it. The reactants are: [F:1][C:2]([F:16])([F:15])[C:3]([C:8]1[CH:14]=[CH:13][C:11]([NH2:12])=[CH:10][CH:9]=1)([O:6][CH3:7])[O:4][CH3:5].[CH2:17]([S:19][C:20]1[C:21]([C:26](O)=[O:27])=[N:22][CH:23]=[CH:24][CH:25]=1)[CH3:18].CCN=C=NCCCN(C)C.Cl.C(=O)(O)[O-].[Na+].